Dataset: Full USPTO retrosynthesis dataset with 1.9M reactions from patents (1976-2016). Task: Predict the reactants needed to synthesize the given product. (1) Given the product [C:32]12([CH2:31][N:8]3[C:9](=[O:26])[C:10]([CH2:11][C:12]4[CH:17]=[CH:16][C:15]([C:18]5[CH:23]=[CH:22][CH:21]=[CH:20][C:19]=5[C:24]5[NH:44][C:45](=[O:48])[O:46][N:25]=5)=[CH:14][CH:13]=4)=[C:5]([CH2:1][CH2:2][CH2:3][CH3:4])[N:6]=[C:7]3[CH3:27])[CH2:41][CH:36]3[CH2:37][CH:38]([CH2:40][CH:34]([CH2:35]3)[CH2:33]1)[CH2:39]2, predict the reactants needed to synthesize it. The reactants are: [CH2:1]([C:5]1[N:6]=[C:7]([CH3:27])[NH:8][C:9](=[O:26])[C:10]=1[CH2:11][C:12]1[CH:17]=[CH:16][C:15]([C:18]2[C:19]([C:24]#[N:25])=[CH:20][CH:21]=[CH:22][CH:23]=2)=[CH:14][CH:13]=1)[CH2:2][CH2:3][CH3:4].[H-].[Na+].Br[CH2:31][C:32]12[CH2:41][CH:36]3[CH2:37][CH:38]([CH2:40][CH:34]([CH2:35]3)[CH2:33]1)[CH2:39]2.[Cl-].O[NH3+:44].[C:45](=[O:48])([O-])[OH:46].[Na+]. (2) Given the product [O:1]=[C:2]1[C@@H:11]2[CH2:12][N:13]([C:15]([O:17][C:18]([CH3:19])([CH3:20])[CH3:21])=[O:16])[CH2:14][C@H:10]2[C:9]2[CH:8]=[CH:7][CH:6]=[C:5]([C:22]([F:25])([F:23])[F:24])[C:4]=2[NH:3]1, predict the reactants needed to synthesize it. The reactants are: [O:1]=[C:2]1[C@H:11]2[CH2:12][N:13]([C:15]([O:17][C:18]([CH3:21])([CH3:20])[CH3:19])=[O:16])[CH2:14][C@@H:10]2[C:9]2[CH:8]=[CH:7][CH:6]=[C:5]([C:22]([F:25])([F:24])[F:23])[C:4]=2[NH:3]1.Cl. (3) The reactants are: [CH2:1]([Li])[CH2:2][CH2:3][CH3:4].[I:6]I.C[Si](C)(C)[N-][Si](C)(C)C.[Na+].[CH2:18]([Si:20]([CH2:38][CH3:39])([CH2:36][CH3:37])[O:21][C@@H:22]([C:26]1[CH:27]=[C:28]2[C:33](=[CH:34][CH:35]=1)[N:32]=[CH:31][CH:30]=[CH:29]2)CC=O)[CH3:19]. Given the product [I:6][C:3](=[CH:2][CH2:1][CH:22]([C:26]1[CH:27]=[C:28]2[C:33](=[CH:34][CH:35]=1)[N:32]=[CH:31][CH:30]=[CH:29]2)[O:21][Si:20]([CH2:38][CH3:39])([CH2:36][CH3:37])[CH2:18][CH3:19])[CH3:4], predict the reactants needed to synthesize it. (4) Given the product [CH2:25]([N:7]1[C:8]2[C:4](=[CH:3][C:2]([CH3:1])=[CH:10][CH:9]=2)[C:5](=[O:12])[C:6]1=[O:11])[C:22]1[CH:23]=[CH:24][CH:19]=[CH:20][CH:21]=1, predict the reactants needed to synthesize it. The reactants are: [CH3:1][C:2]1[CH:3]=[C:4]2[C:8](=[CH:9][CH:10]=1)[NH:7][C:6](=[O:11])[C:5]2=[O:12].C([O-])([O-])=O.[K+].[K+].[CH:19]1[CH:24]=[CH:23][C:22]([CH2:25]Br)=[CH:21][CH:20]=1. (5) Given the product [CH3:23][N:24]([CH3:36])[C:25]([C:27]1[CH:32]=[CH:31][C:30]([C:2]2[CH:7]=[CH:6][CH:5]=[C:4]([S:8]([NH:11][C:12]3[CH:21]=[CH:20][C:15]([C:16]([O:18][CH3:19])=[O:17])=[C:14]([OH:22])[CH:13]=3)(=[O:10])=[O:9])[CH:3]=2)=[CH:29][CH:28]=1)=[O:26], predict the reactants needed to synthesize it. The reactants are: Br[C:2]1[CH:3]=[C:4]([S:8]([NH:11][C:12]2[CH:21]=[CH:20][C:15]([C:16]([O:18][CH3:19])=[O:17])=[C:14]([OH:22])[CH:13]=2)(=[O:10])=[O:9])[CH:5]=[CH:6][CH:7]=1.[CH3:23][N:24]([CH3:36])[C:25]([C:27]1[CH:32]=[CH:31][C:30](B(O)O)=[CH:29][CH:28]=1)=[O:26].